This data is from Catalyst prediction with 721,799 reactions and 888 catalyst types from USPTO. The task is: Predict which catalyst facilitates the given reaction. Reactant: [Si]([O:8][CH:9]1[CH2:14][CH2:13][CH:12]([C:15]2[N:16]=[N:17][N:18]3[C:23]=2[C:22]2[CH:24]=[CH:25][NH:26][C:21]=2[N:20]=[CH:19]3)[CH2:11][CH2:10]1)(C(C)(C)C)(C)C.C1(C)C=CC(S([O-])(=O)=O)=CC=1.[NH+]1C=CC=CC=1. Product: [C:15]1([CH:12]2[CH2:11][CH2:10][CH:9]([OH:8])[CH2:14][CH2:13]2)[N:16]=[N:17][N:18]2[C:23]=1[C:22]1[CH:24]=[CH:25][NH:26][C:21]=1[N:20]=[CH:19]2. The catalyst class is: 98.